Predict the product of the given reaction. From a dataset of Forward reaction prediction with 1.9M reactions from USPTO patents (1976-2016). (1) Given the reactants [CH2:1]([O:3][P:4]([CH2:9][C:10]1[CH:15]=[CH:14][C:13]([NH:16][C:17]2[N:22]=[C:21](Cl)[C:20]([C:24]([F:27])([F:26])[F:25])=[CH:19][N:18]=2)=[C:12]([O:28][CH3:29])[CH:11]=1)(=[O:8])[O:5][CH2:6][CH3:7])[CH3:2].[NH2:30][C:31]1[CH:32]=[CH:33][C:34]([O:42][CH:43]([CH3:45])[CH3:44])=[C:35]2[C:39]=1[C:38](=[O:40])[N:37]([CH3:41])[CH2:36]2, predict the reaction product. The product is: [CH2:1]([O:3][P:4]([CH2:9][C:10]1[CH:15]=[CH:14][C:13]([NH:16][C:17]2[N:22]=[C:21]([NH:30][C:31]3[CH:32]=[CH:33][C:34]([O:42][CH:43]([CH3:44])[CH3:45])=[C:35]4[C:39]=3[C:38](=[O:40])[N:37]([CH3:41])[CH2:36]4)[C:20]([C:24]([F:27])([F:26])[F:25])=[CH:19][N:18]=2)=[C:12]([O:28][CH3:29])[CH:11]=1)(=[O:8])[O:5][CH2:6][CH3:7])[CH3:2]. (2) Given the reactants [N:1]1[CH:6]=[CH:5][CH:4]=[CH:3][C:2]=1[C:7]1[N:11]=[C:10]([C:12]2[CH:17]=[C:16]([OH:18])[CH:15]=[C:14]([C:19]#[N:20])[CH:13]=2)[O:9][N:8]=1.[C:21](=[O:24])([O-])[O-].[K+].[K+].[CH2:27](Br)CCCCC, predict the reaction product. The product is: [N:1]1[CH:6]=[CH:5][CH:4]=[CH:3][C:2]=1[C:7]1[N:11]=[C:10]([C:12]2[CH:17]=[C:16]([O:18][CH2:27][CH2:21][OH:24])[CH:15]=[C:14]([C:19]#[N:20])[CH:13]=2)[O:9][N:8]=1. (3) The product is: [NH2:5][C:4]1[N:10]([CH2:7][CH:8]=[CH2:9])[N:1]=[C:2]([CH3:6])[CH:3]=1. Given the reactants [NH2:1]/[C:2](/[CH3:6])=[CH:3]\[C:4]#[N:5].[CH2:7]([NH:10]N)[CH:8]=[CH2:9], predict the reaction product.